Predict which catalyst facilitates the given reaction. From a dataset of Catalyst prediction with 721,799 reactions and 888 catalyst types from USPTO. (1) Reactant: [CH3:1][C@H:2]1[CH2:7][N:6]([C:8]2[CH:13]=[CH:12][N:11]=[CH:10][C:9]=2[N+:14]([O-])=O)[CH2:5][C@@H:4]([NH:17][C:18](=[O:24])[O:19][C:20]([CH3:23])([CH3:22])[CH3:21])[CH2:3]1.CC(O)=O.O. Product: [NH2:14][C:9]1[CH:10]=[N:11][CH:12]=[CH:13][C:8]=1[N:6]1[CH2:7][C@H:2]([CH3:1])[CH2:3][C@H:4]([NH:17][C:18](=[O:24])[O:19][C:20]([CH3:23])([CH3:22])[CH3:21])[CH2:5]1. The catalyst class is: 292. (2) Reactant: [Br:1][CH2:2][CH2:3][O:4][CH2:5][CH2:6][O:7][CH2:8][CH2:9]O.[O:11]1[CH:16]=[CH:15][CH2:14][CH2:13][CH2:12]1.C([O-])(O)=O.[Na+]. Product: [Br:1][CH2:2][CH2:3][O:4][CH2:5][CH2:6][O:7][CH2:8][CH2:9][CH:12]1[CH2:13][CH2:14][CH2:15][CH2:16][O:11]1. The catalyst class is: 27. (3) Reactant: CN(C(ON1N=NC2C=CC=NC1=2)=[N+](C)C)C.F[P-](F)(F)(F)(F)F.CCN(C(C)C)C(C)C.[OH:34][CH2:35][C@H:36]([NH:54][C:55](=[O:63])[CH2:56][N:57]1[CH2:62][CH2:61][O:60][CH2:59][CH2:58]1)[C:37]([NH:39][C@@H:40]([CH2:44][C:45]1[CH:50]=[CH:49][C:48]([O:51][CH3:52])=[C:47]([OH:53])[CH:46]=1)[C:41](O)=[O:42])=[O:38].[NH2:64][C@@H:65]([CH2:72][C:73]1[CH2:78][CH2:77][CH2:76][CH2:75][CH:74]=1)[C:66]([C@@:68]1([CH3:71])[CH2:70][O:69]1)=[O:67]. Product: [C:73]1([CH2:72][C@H:65]([NH:64][C:41](=[O:42])[C@@H:40]([NH:39][C:37](=[O:38])[C@@H:36]([NH:54][C:55](=[O:63])[CH2:56][N:57]2[CH2:58][CH2:59][O:60][CH2:61][CH2:62]2)[CH2:35][OH:34])[CH2:44][C:45]2[CH:50]=[CH:49][C:48]([O:51][CH3:52])=[C:47]([OH:53])[CH:46]=2)[C:66]([C@@:68]2([CH3:71])[CH2:70][O:69]2)=[O:67])[CH2:78][CH2:77][CH2:76][CH2:75][CH:74]=1. The catalyst class is: 303. (4) Reactant: [Cl:1][C:2]1[C:3]([N:13]2[CH2:18][CH2:17][CH:16]([C:19]([OH:21])=O)[CH2:15][CH2:14]2)=[N:4][CH:5]=[C:6]([C:8]([O:10][CH2:11][CH3:12])=[O:9])[CH:7]=1.CCN=C=NCCCN(C)C.[CH:33]1[CH:34]=[CH:35][C:36]2N(O)N=[N:39][C:37]=2[CH:38]=1.NC1C=CC=CC=1.CCN(C(C)C)C(C)C. Product: [NH:39]([C:19]([CH:16]1[CH2:15][CH2:14][N:13]([C:3]2[C:2]([Cl:1])=[CH:7][C:6]([C:8]([O:10][CH2:11][CH3:12])=[O:9])=[CH:5][N:4]=2)[CH2:18][CH2:17]1)=[O:21])[C:37]1[CH:38]=[CH:33][CH:34]=[CH:35][CH:36]=1. The catalyst class is: 2. (5) Reactant: [OH:1][CH2:2][CH2:3][N:4]([C:6]1[CH:7]=[CH:8][C:9]2[N:13]=[C:12]([C:14]3[CH:15]=[C:16]([CH3:26])[C:17]4[N:21]=[C:20]([CH2:22][CH2:23][CH3:24])[NH:19][C:18]=4[CH:25]=3)[N:11]([CH3:27])[C:10]=2[CH:28]=1)[CH3:5].[H-].[Na+].[C:31]([O:35][C:36]([C:38]1[C:39]([C:44]2[CH:49]=[CH:48][C:47]([CH2:50]Br)=[CH:46][CH:45]=2)=[CH:40][CH:41]=[CH:42][CH:43]=1)=[O:37])([CH3:34])([CH3:33])[CH3:32].C(=O)([O-])[O-].[K+].[K+]. Product: [C:31]([O:35][C:36]([C:38]1[C:39]([C:44]2[CH:49]=[CH:48][C:47]([CH2:50][N:19]3[C:18]4[CH:25]=[C:14]([C:12]5[N:11]([CH3:27])[C:10]6[CH:28]=[C:6]([N:4]([CH2:3][CH2:2][OH:1])[CH3:5])[CH:7]=[CH:8][C:9]=6[N:13]=5)[CH:15]=[C:16]([CH3:26])[C:17]=4[N:21]=[C:20]3[CH2:22][CH2:23][CH3:24])=[CH:46][CH:45]=2)=[CH:40][CH:41]=[CH:42][CH:43]=1)=[O:37])([CH3:34])([CH3:33])[CH3:32]. The catalyst class is: 348. (6) Reactant: C[O:2][C:3]([C:5]1[CH:10]=[N:9][C:8]([CH2:11][O:12][C:13]2[CH:18]=[CH:17][CH:16]=[C:15]([O:19][C:20]([F:23])([F:22])[F:21])[CH:14]=2)=[CH:7][N:6]=1)=[O:4].[Li+].[OH-]. The catalyst class is: 87. Product: [F:23][C:20]([F:21])([F:22])[O:19][C:15]1[CH:14]=[C:13]([CH:18]=[CH:17][CH:16]=1)[O:12][CH2:11][C:8]1[N:9]=[CH:10][C:5]([C:3]([OH:4])=[O:2])=[N:6][CH:7]=1. (7) Reactant: [F:1][C:2]1[CH:7]=[CH:6][C:5]([C:8]2[CH:17]=[C:16]3[C:11]([CH:12]=[C:13]([S:18]([O-:20])=[O:19])[CH:14]=[N:15]3)=[CH:10][CH:9]=2)=[CH:4][CH:3]=1.[Na+].I[C:23]1[CH:28]=[CH:27][CH:26]=[CH:25][C:24]=1[C@@H:29]([OH:31])[CH3:30].N. Product: [F:1][C:2]1[CH:3]=[CH:4][C:5]([C:8]2[CH:17]=[C:16]3[C:11]([CH:12]=[C:13]([S:18]([C:23]4[CH:28]=[CH:27][CH:26]=[CH:25][C:24]=4[C@@H:29]([OH:31])[CH3:30])(=[O:20])=[O:19])[CH:14]=[N:15]3)=[CH:10][CH:9]=2)=[CH:6][CH:7]=1. The catalyst class is: 419. (8) Reactant: [F:1][C:2]1[CH:3]=[C:4]([C:8]2[CH:9]=[C:10]([OH:17])[C:11]([C:14]([OH:16])=O)=[N:12][CH:13]=2)[CH:5]=[CH:6][CH:7]=1.Cl.[CH3:19][O:20][C:21](=[O:24])[CH2:22][NH2:23].C(N(C(C)C)CC)(C)C.Cl. Product: [F:1][C:2]1[CH:3]=[C:4]([C:8]2[CH:9]=[C:10]([OH:17])[C:11]([C:14]([NH:23][CH2:22][C:21]([O:20][CH3:19])=[O:24])=[O:16])=[N:12][CH:13]=2)[CH:5]=[CH:6][CH:7]=1. The catalyst class is: 374. (9) The catalyst class is: 27. Reactant: [F:1][C:2]1[CH:3]=[C:4]([NH:18][C:19](=[O:25])[C:20](OCC)=[O:21])[CH:5]=[CH:6][C:7]=1[O:8][C:9]1[CH:14]=[CH:13][N:12]=[C:11]2[CH:15]=[CH:16][S:17][C:10]=12.[O:26]1[CH2:31][CH2:30][N:29]([CH2:32][CH2:33][NH2:34])[CH2:28][CH2:27]1. Product: [F:1][C:2]1[CH:3]=[C:4]([NH:18][C:19](=[O:25])[C:20]([NH:34][CH2:33][CH2:32][N:29]2[CH2:30][CH2:31][O:26][CH2:27][CH2:28]2)=[O:21])[CH:5]=[CH:6][C:7]=1[O:8][C:9]1[CH:14]=[CH:13][N:12]=[C:11]2[CH:15]=[CH:16][S:17][C:10]=12.